From a dataset of Forward reaction prediction with 1.9M reactions from USPTO patents (1976-2016). Predict the product of the given reaction. Given the reactants [NH2:1][C:2]1[CH:3]=[CH:4][C:5]([CH:13]2[CH2:18][CH2:17][CH:16]([N:19]([CH3:21])[CH3:20])[CH2:15][CH2:14]2)=[C:6]2[C:10]=1[C:9](=[O:11])[N:8]([CH3:12])[CH2:7]2.N[C:23]1C=CC(C2CCC(=O)CC2)=C2C=1C(=O)N(C)C2.C(NC)C, predict the reaction product. The product is: [NH2:1][C:2]1[CH:3]=[CH:4][C:5]([CH:13]2[CH2:18][CH2:17][CH:16]([N:19]([CH2:21][CH3:23])[CH3:20])[CH2:15][CH2:14]2)=[C:6]2[C:10]=1[C:9](=[O:11])[N:8]([CH3:12])[CH2:7]2.